Regression. Given a peptide amino acid sequence and an MHC pseudo amino acid sequence, predict their binding affinity value. This is MHC class I binding data. From a dataset of Peptide-MHC class I binding affinity with 185,985 pairs from IEDB/IMGT. (1) The peptide sequence is DVSLIIEYK. The MHC is HLA-A11:01 with pseudo-sequence HLA-A11:01. The binding affinity (normalized) is 0.536. (2) The peptide sequence is WFLYVSQQI. The MHC is HLA-A25:01 with pseudo-sequence HLA-A25:01. The binding affinity (normalized) is 0.0847. (3) The peptide sequence is FPFKYAAPF. The MHC is Mamu-A2201 with pseudo-sequence Mamu-A2201. The binding affinity (normalized) is 0.960. (4) The peptide sequence is GTSGLELTF. The MHC is HLA-B15:01 with pseudo-sequence HLA-B15:01. The binding affinity (normalized) is 0.343. (5) The peptide sequence is ILISLINSLV. The MHC is HLA-A68:02 with pseudo-sequence HLA-A68:02. The binding affinity (normalized) is 0.543. (6) The peptide sequence is LLAGRSCGM. The MHC is HLA-B07:02 with pseudo-sequence HLA-B07:02. The binding affinity (normalized) is 0.154. (7) The peptide sequence is VWDVKDSSL. The MHC is HLA-A32:01 with pseudo-sequence HLA-A32:01. The binding affinity (normalized) is 0. (8) The peptide sequence is KFRRFTQAI. The MHC is HLA-A80:01 with pseudo-sequence HLA-A80:01. The binding affinity (normalized) is 0.0847. (9) The peptide sequence is DLKDQIAQL. The MHC is HLA-A02:06 with pseudo-sequence HLA-A02:06. The binding affinity (normalized) is 0.